From a dataset of Full USPTO retrosynthesis dataset with 1.9M reactions from patents (1976-2016). Predict the reactants needed to synthesize the given product. Given the product [F:13][C:14]1[CH:15]=[CH:16][C:17]([C:20]2[CH:25]=[N:24][N:23]3[C:1](=[O:2])[NH:27][N:26]=[C:22]3[C:21]=2[C:28]2[CH:33]=[CH:32][N:31]=[CH:30][CH:29]=2)=[CH:18][CH:19]=1, predict the reactants needed to synthesize it. The reactants are: [C:1](N1C=CN=C1)(N1C=CN=C1)=[O:2].[F:13][C:14]1[CH:19]=[CH:18][C:17]([C:20]2[C:21]([C:28]3[CH:33]=[CH:32][N:31]=[CH:30][CH:29]=3)=[C:22]([NH:26][NH2:27])[N:23]=[N:24][CH:25]=2)=[CH:16][CH:15]=1.